The task is: Predict the reaction yield, written as a fraction of the theoretical maximum amount of product (1.0 means a 100% yield; for example, 0.34 means a 34% yield).. This data is from Reaction yield outcomes from USPTO patents with 853,638 reactions. (1) The reactants are Cl.NC[CH2:4][C:5]([O:7][CH2:8][CH3:9])=[O:6].CC[N:12]([CH:16]([CH3:18])[CH3:17])[CH:13]([CH3:15])C.C(Cl)Cl. The catalyst is C1COCC1. The product is [CH2:8]([O:7][C:5](=[O:6])[CH2:4][C:16]1([NH:12][CH2:13][CH2:15][C:5]([O:7][CH2:8][CH3:9])=[O:6])[CH2:17][CH2:18]1)[CH3:9]. The yield is 0.800. (2) The reactants are Br[C:2]1[CH:3]=[C:4]2[C:9](=[CH:10][CH:11]=1)[N:8]([C:12]1[CH:17]=[CH:16][C:15]([F:18])=[CH:14][CH:13]=1)[CH:7]=[C:6]([C:19]([NH2:21])=[O:20])[C:5]2=[O:22].[OH:23][C:24]1[CH:25]=[CH:26][C:27]([CH3:30])=[N:28][CH:29]=1.C(=O)([O-])[O-].[Cs+].[Cs+].CN(C)CC(O)=O. The catalyst is CN(C=O)C.[Cu]I. The product is [F:18][C:15]1[CH:16]=[CH:17][C:12]([N:8]2[C:9]3[C:4](=[CH:3][C:2]([O:23][C:24]4[CH:29]=[N:28][C:27]([CH3:30])=[CH:26][CH:25]=4)=[CH:11][CH:10]=3)[C:5](=[O:22])[C:6]([C:19]([NH2:21])=[O:20])=[CH:7]2)=[CH:13][CH:14]=1. The yield is 0.560. (3) The reactants are [F:1][C:2]([F:23])([F:22])[C:3]1[CH:8]=[CH:7][N:6]=[C:5]([NH:9][C:10](=[O:21])OC2C=CC([N+]([O-])=O)=CC=2)[CH:4]=1.[O:24]1[CH2:29]COCC1.[CH3:30][NH:31][C@@H:32](C)[C:33](O)=O. The catalyst is CCOC(C)=O. The product is [CH3:30][N:31]1[C@@H:32]([CH3:33])[C:10](=[O:21])[N:9]([C:5]2[CH:4]=[C:3]([C:2]([F:1])([F:22])[F:23])[CH:8]=[CH:7][N:6]=2)[C:29]1=[O:24]. The yield is 0.670. (4) The reactants are S(=O)(=O)(O)[O-].[K+].[C:7]([O:11][C:12]([NH:14][C@H:15]([C:19]1[CH:24]=[CH:23][C:22]([Cl:25])=[CH:21][CH:20]=1)[C:16]([O-:18])=[O:17])=[O:13])([CH3:10])([CH3:9])[CH3:8].[CH:26]1([NH2+]C2CCCCC2)CCCCC1.C[Si](C=[N+]=[N-])(C)C. The catalyst is CCOCC. The product is [CH3:26][O:17][C:16](=[O:18])[C@H:15]([NH:14][C:12]([O:11][C:7]([CH3:10])([CH3:8])[CH3:9])=[O:13])[C:19]1[CH:24]=[CH:23][C:22]([Cl:25])=[CH:21][CH:20]=1. The yield is 0.970. (5) The reactants are C(O[CH:5]1[O:21][C@H:20]([CH2:22][O:23][CH2:24][C:25]2[CH:30]=[CH:29][CH:28]=[CH:27][CH:26]=2)[C@@:11]([CH:31]=[CH2:32])([O:12][CH2:13][C:14]2[CH:19]=[CH:18][CH:17]=[CH:16][CH:15]=2)[C@H:6]1[O:7][C:8](=[O:10])[CH3:9])(=O)C.[NH:33]1[CH:41]=[C:39]([CH3:40])[C:37](=[O:38])[NH:36][C:34]1=[O:35].C/C(/O[Si](C)(C)C)=N\[Si](C)(C)C.O([Si](C)(C)C)S(C(F)(F)F)(=O)=O. The catalyst is C(#N)C. The product is [C:8]([O:7][C@@H:6]1[C@:11]([CH:31]=[CH2:32])([O:12][CH2:13][C:14]2[CH:19]=[CH:18][CH:17]=[CH:16][CH:15]=2)[C@@H:20]([CH2:22][O:23][CH2:24][C:25]2[CH:26]=[CH:27][CH:28]=[CH:29][CH:30]=2)[O:21][C@H:5]1[N:33]1[CH:41]=[C:39]([CH3:40])[C:37](=[O:38])[NH:36][C:34]1=[O:35])(=[O:10])[CH3:9]. The yield is 0.830. (6) The reactants are [CH:1](NC(C)C)(C)C.[Li]CCCC.[Li+].CC([N-]C(C)C)C.[C:21]([O:25][C:26]([N:28]1[CH2:32][CH:31]([O:33][CH2:34][C:35]2[CH:40]=[CH:39][CH:38]=[CH:37][CH:36]=2)[CH2:30][C@@H:29]1[C:41]([OH:43])=[O:42])=[O:27])([CH3:24])([CH3:23])[CH3:22].CI. The catalyst is C1COCC1. The product is [C:21]([O:25][C:26]([N:28]1[CH2:32][CH:31]([O:33][CH2:34][C:35]2[CH:36]=[CH:37][CH:38]=[CH:39][CH:40]=2)[CH2:30][C:29]1([CH3:1])[C:41]([OH:43])=[O:42])=[O:27])([CH3:24])([CH3:22])[CH3:23]. The yield is 0.220. (7) The reactants are [C:1]([O:5][C:6]([N:8]1[C:16]2[C:11](=[CH:12][CH:13]=[CH:14][CH:15]=2)[C:10](/[CH:17]=[CH:18]/[C:19](O)=[O:20])=[CH:9]1)=[O:7])([CH3:4])([CH3:3])[CH3:2].[CH:22]([NH:25][NH:26][C:27](=[O:34])[C:28]1[CH:33]=[CH:32][CH:31]=[CH:30][CH:29]=1)([CH3:24])[CH3:23].CN(C(ON1N=NC2C=CC=NC1=2)=[N+](C)C)C.F[P-](F)(F)(F)(F)F.C(N(CC)C(C)C)(C)C. The catalyst is CN(C=O)C.CCOC(C)=O. The product is [C:27]([NH:26][N:25]([C:19](=[O:20])/[CH:18]=[CH:17]/[C:10]1[C:11]2[C:16](=[CH:15][CH:14]=[CH:13][CH:12]=2)[N:8]([C:6]([O:5][C:1]([CH3:3])([CH3:4])[CH3:2])=[O:7])[CH:9]=1)[CH:22]([CH3:24])[CH3:23])(=[O:34])[C:28]1[CH:33]=[CH:32][CH:31]=[CH:30][CH:29]=1. The yield is 0.623. (8) The reactants are [Br:1][C:2]1[C:3]([OH:19])=[C:4]([C:10]([CH3:18])=[C:11]([O:13][S:14]([CH3:17])(=[O:16])=[O:15])[CH:12]=1)[C:5]([O:7][CH2:8][CH3:9])=[O:6].C1(P(C2C=CC=CC=2)C2C=CC=CC=2)C=CC=CC=1.[CH2:39]([O:46][C:47]1[C:52]([CH2:53][N:54]([CH2:62][CH2:63]O)[C:55](=[O:61])[O:56][C:57]([CH3:60])([CH3:59])[CH3:58])=[C:51]([CH3:65])[CH:50]=[C:49]([CH3:66])[N:48]=1)[C:40]1[CH:45]=[CH:44][CH:43]=[CH:42][CH:41]=1.N(C(OC(C)C)=O)=NC(OC(C)C)=O. The catalyst is O1CCCC1.O. The product is [CH2:39]([O:46][C:47]1[C:52]([CH2:53][N:54]([C:55]([O:56][C:57]([CH3:59])([CH3:58])[CH3:60])=[O:61])[CH2:62][CH2:63][O:19][C:3]2[C:2]([Br:1])=[CH:12][C:11]([O:13][S:14]([CH3:17])(=[O:15])=[O:16])=[C:10]([CH3:18])[C:4]=2[C:5]([O:7][CH2:8][CH3:9])=[O:6])=[C:51]([CH3:65])[CH:50]=[C:49]([CH3:66])[N:48]=1)[C:40]1[CH:41]=[CH:42][CH:43]=[CH:44][CH:45]=1. The yield is 0.520.